Task: Regression. Given a peptide amino acid sequence and an MHC pseudo amino acid sequence, predict their binding affinity value. This is MHC class I binding data.. Dataset: Peptide-MHC class I binding affinity with 185,985 pairs from IEDB/IMGT (1) The binding affinity (normalized) is 0.723. The MHC is HLA-A11:01 with pseudo-sequence HLA-A11:01. The peptide sequence is MAVFIHNFK. (2) The peptide sequence is FEADPLSPQ. The MHC is HLA-B51:01 with pseudo-sequence HLA-B51:01. The binding affinity (normalized) is 0.0847.